From a dataset of Catalyst prediction with 721,799 reactions and 888 catalyst types from USPTO. Predict which catalyst facilitates the given reaction. (1) Reactant: [CH3:1][C:2]1[CH:15]=[C:14]([O:16][CH2:17][CH3:18])[C:13]2[C:4](=[C:5]3[C:10](=[CH:11][CH:12]=2)[CH:9]=[CH:8][CH:7]=[N:6]3)[N:3]=1.[O:19]1CCOCC1. Product: [CH2:17]([O:16][C:14]1[C:13]2[C:4](=[C:5]3[C:10](=[CH:11][CH:12]=2)[CH:9]=[CH:8][CH:7]=[N:6]3)[N:3]=[C:2]([CH:1]=[O:19])[CH:15]=1)[CH3:18]. The catalyst class is: 6. (2) Reactant: [C:1](Cl)(Cl)=[O:2].[CH3:5][C:6]1[C:11]([B:12]2[O:16][C:15]([CH3:18])([CH3:17])[C:14]([CH3:20])([CH3:19])[O:13]2)=[CH:10][CH:9]=[CH:8][C:7]=1[NH2:21].C(N(C(C)C)CC)(C)C.Cl.[F:32][C:33]([F:45])([F:44])[CH:34]([C:40]([F:43])([F:42])[F:41])[O:35][CH:36]1[CH2:39][NH:38][CH2:37]1. Product: [CH3:5][C:6]1[C:11]([B:12]2[O:16][C:15]([CH3:17])([CH3:18])[C:14]([CH3:20])([CH3:19])[O:13]2)=[CH:10][CH:9]=[CH:8][C:7]=1[NH:21][C:1]([N:38]1[CH2:39][CH:36]([O:35][CH:34]([C:33]([F:32])([F:44])[F:45])[C:40]([F:43])([F:41])[F:42])[CH2:37]1)=[O:2]. The catalyst class is: 4. (3) Reactant: [NH2:1][C:2]1[C:7]([C:8](=[O:10])[NH2:9])=[CH:6][C:5]([Cl:11])=[CH:4][C:3]=1[NH:12][C:13]([C:15]1[CH:20]=[CH:19][C:18]([CH:21]2[CH2:26][CH2:25][N:24](C(OC(C)(C)C)=O)[CH2:23][CH2:22]2)=[CH:17][CH:16]=1)=O. Product: [Cl:11][C:5]1[CH:6]=[C:7]([C:8]([NH2:9])=[O:10])[C:2]2[N:1]=[C:13]([C:15]3[CH:16]=[CH:17][C:18]([CH:21]4[CH2:22][CH2:23][NH:24][CH2:25][CH2:26]4)=[CH:19][CH:20]=3)[NH:12][C:3]=2[CH:4]=1. The catalyst class is: 15.